The task is: Predict the product of the given reaction.. This data is from Forward reaction prediction with 1.9M reactions from USPTO patents (1976-2016). (1) The product is: [CH:12]1([NH:16][C:2]2[N:3]=[CH:4][C:5]([F:11])=[CH:6][C:7]=2[C:8]([OH:10])=[O:9])[CH2:15][CH2:14][CH2:13]1. Given the reactants Cl[C:2]1[C:7]([C:8]([OH:10])=[O:9])=[CH:6][C:5]([F:11])=[CH:4][N:3]=1.[CH:12]1([NH2:16])[CH2:15][CH2:14][CH2:13]1.C(=O)([O-])[O-].[K+].[K+], predict the reaction product. (2) Given the reactants [O:1]([CH2:8][C:9]1[N:13]2[CH:14]=[CH:15][CH:16]=[CH:17][C:12]2=[N:11][C:10]=1[C:18]([O:20]CC)=[O:19])[C:2]1[CH:7]=[CH:6][CH:5]=[CH:4][CH:3]=1.[OH-].[Na+:24], predict the reaction product. The product is: [O:1]([CH2:8][C:9]1[N:13]2[CH:14]=[CH:15][CH:16]=[CH:17][C:12]2=[N:11][C:10]=1[C:18]([O-:20])=[O:19])[C:2]1[CH:7]=[CH:6][CH:5]=[CH:4][CH:3]=1.[Na+:24].